From a dataset of Full USPTO retrosynthesis dataset with 1.9M reactions from patents (1976-2016). Predict the reactants needed to synthesize the given product. (1) Given the product [F:8][C:5]1([F:9])[CH2:4][C@H:3]([C:10]([O:12][CH2:13][CH3:14])=[O:11])[C@H:2]([NH:1][C:25]([C:24]2[CH:23]=[CH:22][C:21]([N:18]3[CH:19]=[CH:20][C:16]([CH3:15])=[N:17]3)=[CH:29][CH:28]=2)=[O:26])[CH2:7][CH2:6]1, predict the reactants needed to synthesize it. The reactants are: [NH2:1][C@@H:2]1[CH2:7][CH2:6][C:5]([F:9])([F:8])[CH2:4][C@@H:3]1[C:10]([O:12][CH2:13][CH3:14])=[O:11].[CH3:15][C:16]1[CH:20]=[CH:19][N:18]([C:21]2[CH:29]=[CH:28][C:24]([C:25](O)=[O:26])=[CH:23][CH:22]=2)[N:17]=1.Cl.CN(C)CCCN=C=NCC.N1(O)C2C=CC=CC=2N=N1. (2) Given the product [OH:1][C:2]1[CH:6]([CH2:7][CH:8]([CH3:9])[CH3:10])[O:5][C:4](=[O:11])[C:3]=1[C:26](=[O:27])[CH2:25][CH:24]([CH3:29])[CH3:23], predict the reactants needed to synthesize it. The reactants are: [OH:1][C:2]1[CH:6]([CH2:7][CH:8]([CH3:10])[CH3:9])[O:5][C:4](=[O:11])[CH:3]=1.CCN(CC)CC.C(Cl)CCl.[CH3:23][CH:24]([CH3:29])[CH2:25][C:26](O)=[O:27].Cl.[Na+].[Cl-]. (3) Given the product [CH2:1]([CH:9]([CH2:15][CH2:16][CH2:17][CH2:18][CH2:19][CH2:20][CH2:21][CH3:22])[C:10]([O:12][CH2:13][I:23])=[O:11])[CH2:2][CH2:3][CH2:4][CH2:5][CH2:6][CH2:7][CH3:8], predict the reactants needed to synthesize it. The reactants are: [CH2:1]([CH:9]([CH2:15][CH2:16][CH2:17][CH2:18][CH2:19][CH2:20][CH2:21][CH3:22])[C:10]([O:12][CH2:13]Cl)=[O:11])[CH2:2][CH2:3][CH2:4][CH2:5][CH2:6][CH2:7][CH3:8].[I-:23].[Na+].